Dataset: Full USPTO retrosynthesis dataset with 1.9M reactions from patents (1976-2016). Task: Predict the reactants needed to synthesize the given product. (1) Given the product [CH3:10][O:11][C:12](=[O:30])[CH:13]1[CH2:18][CH2:17][CH2:16][CH2:15][NH:14]1, predict the reactants needed to synthesize it. The reactants are: ClC1C=CC([Mg]I)=CC=1.[CH3:10][O:11][C:12](=[O:30])[CH:13]1[CH2:18][CH2:17][CH2:16][CH2:15][N:14]1CCC(C1C=CC(F)=CC=1)=O. (2) The reactants are: [C:1]([NH:4][C:5]1[N:13]=[C:12]2[C:8]([N:9]=[CH:10][N:11]2[CH:14]2[CH:18]([O:19][C:20](=[O:27])[C:21]3[CH:26]=[CH:25][CH:24]=[CH:23][CH:22]=3)[CH2:17][CH:16]([CH:28]=[CH:29][P:30]([O:35]CC)([O:32]CC)=[O:31])[O:15]2)=[C:7]([O:38]C(=O)N(C2C=CC=CC=2)C2C=CC=CC=2)[N:6]=1)(=[O:3])[CH3:2].N1C(C)=CC=CC=1C.Br[Si](C)(C)C. Given the product [C:1]([NH:4][C:5]1[NH:6][C:7](=[O:38])[C:8]2[N:9]=[CH:10][N:11]([CH:14]3[CH:18]([O:19][C:20](=[O:27])[C:21]4[CH:26]=[CH:25][CH:24]=[CH:23][CH:22]=4)[CH2:17][CH:16]([CH:28]=[CH:29][P:30]([OH:35])([OH:32])=[O:31])[O:15]3)[C:12]=2[N:13]=1)(=[O:3])[CH3:2], predict the reactants needed to synthesize it. (3) Given the product [C:46]([O:45][C:44]([NH:43][C@@H:31]([CH2:32][C:33]1[CH:34]=[N:35][C:36]([C:39]([F:40])([F:42])[F:41])=[CH:37][CH:38]=1)[CH2:30][CH2:29][C:27]1[S:28][C:24]([C:17]2[CH:18]=[CH:19][C:20]([N+:21]([O-:23])=[O:22])=[C:15]([CH:4]([C:5]([O:7][CH2:8][CH3:9])=[O:6])[C:3]([O:11][CH2:12][CH3:13])=[O:10])[CH:16]=2)=[N:25][N:26]=1)=[O:50])([CH3:49])([CH3:47])[CH3:48], predict the reactants needed to synthesize it. The reactants are: [H-].[Na+].[C:3]([O:11][CH2:12][CH3:13])(=[O:10])[CH2:4][C:5]([O:7][CH2:8][CH3:9])=[O:6].F[C:15]1[CH:16]=[C:17]([C:24]2[S:28][C:27]([CH2:29][CH2:30][C@@H:31]([NH:43][C:44](=[O:50])[O:45][C:46]([CH3:49])([CH3:48])[CH3:47])[CH2:32][C:33]3[CH:34]=[N:35][C:36]([C:39]([F:42])([F:41])[F:40])=[CH:37][CH:38]=3)=[N:26][N:25]=2)[CH:18]=[CH:19][C:20]=1[N+:21]([O-:23])=[O:22]. (4) Given the product [CH:16]1([N:1]2[CH:5]=[CH:4][C:3]([C:6]([O:8][CH3:9])=[O:7])=[N:2]2)[CH2:18][CH2:17]1, predict the reactants needed to synthesize it. The reactants are: [NH:1]1[CH:5]=[CH:4][C:3]([C:6]([O:8][CH3:9])=[O:7])=[N:2]1.C([O-])([O-])=O.[Na+].[Na+].[CH:16]1(B(O)O)[CH2:18][CH2:17]1.C1C=CN=C(C2C=CC=CN=2)C=1.C([O-])(O)=O.[Na+]. (5) Given the product [C:8]([C:5]1[CH:6]=[CH:7][C:2]([NH:1][C:15](=[O:16])[CH3:14])=[C:3]([OH:13])[CH:4]=1)(=[O:12])[CH2:9][CH2:10][CH3:11], predict the reactants needed to synthesize it. The reactants are: [NH2:1][C:2]1[CH:7]=[CH:6][C:5]([C:8](=[O:12])[CH2:9][CH2:10][CH3:11])=[CH:4][C:3]=1[OH:13].[CH3:14][C:15](OC(C)=O)=[O:16].